From a dataset of Forward reaction prediction with 1.9M reactions from USPTO patents (1976-2016). Predict the product of the given reaction. (1) Given the reactants [CH2:1]([O:8][C:9]([NH:11][C@@H:12]1[CH2:17][CH2:16][CH2:15][CH2:14][C@H:13]1[CH2:18]OS(C1C=CC(C)=CC=1)(=O)=O)=[O:10])[C:2]1[CH:7]=[CH:6][CH:5]=[CH:4][CH:3]=1.[F:30][C:31]1[CH:36]=[CH:35][C:34]([CH2:37][CH2:38][CH2:39][NH:40][CH3:41])=[CH:33][CH:32]=1.C(=O)([O-])[O-].[K+].[K+], predict the reaction product. The product is: [CH2:1]([O:8][C:9](=[O:10])[NH:11][C@@H:12]1[CH2:17][CH2:16][CH2:15][CH2:14][C@H:13]1[CH2:18][N:40]([CH2:39][CH2:38][CH2:37][C:34]1[CH:33]=[CH:32][C:31]([F:30])=[CH:36][CH:35]=1)[CH3:41])[C:2]1[CH:3]=[CH:4][CH:5]=[CH:6][CH:7]=1. (2) The product is: [N:31]1([CH2:30][CH2:29][C:25]2[CH:24]=[C:23]([NH:22][C:18]3[N:17]=[C:16]([C:15]4[N:14]5[C:10]([S:11][CH:12]=[CH:13]5)=[N:9][C:8]=4[C:4]4[CH:3]=[C:2]([NH:1][C:76]([NH:75][C:78]5[CH:83]=[CH:82][CH:81]=[CH:80][CH:79]=5)=[O:77])[CH:7]=[CH:6][CH:5]=4)[CH:21]=[CH:20][N:19]=3)[CH:28]=[CH:27][CH:26]=2)[CH2:36][CH2:35][O:34][CH2:33][CH2:32]1. Given the reactants [NH2:1][C:2]1[CH:3]=[C:4]([C:8]2[N:9]=[C:10]3[N:14]([C:15]=2[C:16]2[CH:21]=[CH:20][N:19]=[C:18]([NH:22][C:23]4[CH:28]=[CH:27][CH:26]=[C:25]([CH2:29][CH2:30][N:31]5[CH2:36][CH2:35][O:34][CH2:33][CH2:32]5)[CH:24]=4)[N:17]=2)[CH:13]=[CH:12][S:11]3)[CH:5]=[CH:6][CH:7]=1.NC1C=C(C2N=C3N(C=2C2C=CN=C(NC4C=CC=C(OCCCN5CCOCC5)C=4)N=2)C=CS3)C=CC=1.[N:75]([C:78]1[CH:83]=[CH:82][CH:81]=[CH:80][CH:79]=1)=[C:76]=[O:77].FC1C=CC=C(F)C=1C(Cl)=O, predict the reaction product. (3) Given the reactants [H-].[Al+3].[Li+].[H-].[H-].[H-].C[O:8][C:9]([C:11]1[N:15]([CH:16]2[CH2:21][CH2:20][N:19]([C:22]([O:24][C:25]([CH3:28])([CH3:27])[CH3:26])=[O:23])[CH2:18][CH2:17]2)[N:14]=[CH:13][CH:12]=1)=O, predict the reaction product. The product is: [OH:8][CH2:9][C:11]1[N:15]([CH:16]2[CH2:17][CH2:18][N:19]([C:22]([O:24][C:25]([CH3:28])([CH3:27])[CH3:26])=[O:23])[CH2:20][CH2:21]2)[N:14]=[CH:13][CH:12]=1. (4) Given the reactants [C:1]1(=[O:14])[C:6]2[CH:7]=[C:8]3[N:13]([C:5]=2[CH:4]=[N:3][NH:2]1)[CH2:12][CH2:11][CH2:10][CH2:9]3.[Br:15][C:16]1[CH:23]=[C:22]([F:24])[CH:21]=[C:20](Br)[C:17]=1[CH:18]=[O:19].C(=O)([O-])[O-].[Cs+].[Cs+].COC1C2C(=C3C(=CC=2)C(OC)=CC=N3)N=CC=1, predict the reaction product. The product is: [Br:15][C:16]1[CH:23]=[C:22]([F:24])[CH:21]=[C:20]([N:2]2[C:1](=[O:14])[C:6]3[CH:7]=[C:8]4[N:13]([C:5]=3[CH:4]=[N:3]2)[CH2:12][CH2:11][CH2:10][CH2:9]4)[C:17]=1[CH:18]=[O:19]. (5) Given the reactants Cl.[CH2:2]([O:4][C:5](=[O:10])[C@H:6]([CH2:8][SH:9])[NH2:7])[CH3:3].C([O-])(=O)C.[K+].CC(C)=O.O.[CH3:21][N:22]1[C:27]([C:28]([F:31])([F:30])[F:29])=[CH:26][C:25](=[O:32])[N:24]([C:33]2[CH:34]=[CH:35][C:36]3[S:40][N:39]=[C:38]([CH:41]=O)[C:37]=3[CH:43]=2)[C:23]1=[O:44], predict the reaction product. The product is: [CH3:21][N:22]1[C:27]([C:28]([F:29])([F:30])[F:31])=[CH:26][C:25](=[O:32])[N:24]([C:33]2[CH:34]=[CH:35][C:36]3[S:40][N:39]=[C:38]([C@@H:41]4[NH:7][CH:6]([C:5]([O:4][CH2:2][CH3:3])=[O:10])[CH2:8][S:9]4)[C:37]=3[CH:43]=2)[C:23]1=[O:44]. (6) Given the reactants [Br:1][C:2]1[CH:7]=[CH:6][C:5]([F:8])=[CH:4][C:3]=1[CH2:9][C:10](O)=[O:11].[H-].[Al+3].[Li+].[H-].[H-].[H-], predict the reaction product. The product is: [Br:1][C:2]1[CH:7]=[CH:6][C:5]([F:8])=[CH:4][C:3]=1[CH2:9][CH2:10][OH:11]. (7) Given the reactants [NH2:1][C:2]1[CH:31]=[CH:30][C:5]([O:6][C:7]2[CH:12]=[CH:11][N:10]=[C:9]3[CH:13]=[C:14]([C:16]4[N:21]=[CH:20][C:19]([CH2:22][CH2:23][N:24]5[CH2:28][CH2:27][CH2:26][C:25]5=[O:29])=[CH:18][CH:17]=4)[S:15][C:8]=23)=[C:4]([F:32])[CH:3]=1.[N:33]1[CH:38]=[CH:37][CH:36]=C[CH:34]=1.ClC(OC1C=CC=CC=1)=[O:41].C1(N)CC1, predict the reaction product. The product is: [CH:38]1([NH:33][C:34]([NH:1][C:2]2[CH:31]=[CH:30][C:5]([O:6][C:7]3[CH:12]=[CH:11][N:10]=[C:9]4[CH:13]=[C:14]([C:16]5[CH:17]=[CH:18][C:19]([CH2:22][CH2:23][N:24]6[CH2:28][CH2:27][CH2:26][C:25]6=[O:29])=[CH:20][N:21]=5)[S:15][C:8]=34)=[C:4]([F:32])[CH:3]=2)=[O:41])[CH2:36][CH2:37]1. (8) Given the reactants [F:1][C:2]([F:39])([F:38])[C:3]1[CH:4]=[C:5]([N:13]([CH3:37])[C:14]([N:16]([CH3:36])[C@H:17]2[C@H:21]([C:22]3[CH:27]=[CH:26][C:25]([F:28])=[CH:24][N:23]=3)[CH2:20][N:19](C(OC(C)(C)C)=O)[CH2:18]2)=[O:15])[CH:6]=[C:7]([C:9]([F:12])([F:11])[F:10])[CH:8]=1.[ClH:40].CC(O)C, predict the reaction product. The product is: [ClH:40].[ClH:40].[F:39][C:2]([F:1])([F:38])[C:3]1[CH:4]=[C:5]([N:13]([CH3:37])[C:14]([N:16]([C@H:17]2[C@H:21]([C:22]3[CH:27]=[CH:26][C:25]([F:28])=[CH:24][N:23]=3)[CH2:20][NH:19][CH2:18]2)[CH3:36])=[O:15])[CH:6]=[C:7]([C:9]([F:10])([F:11])[F:12])[CH:8]=1. (9) Given the reactants [Br:1][C:2]1[CH:3]=[C:4]([O:8]C)[CH:5]=[N:6][CH:7]=1.[H-].[Na+].C[O-].[Na+], predict the reaction product. The product is: [BrH:1].[Br:1][C:2]1[CH:3]=[C:4]([OH:8])[CH:5]=[N:6][CH:7]=1. (10) Given the reactants [C:1]([O:5][C:6]([NH:8][CH2:9][C@@H:10]([C:35](O)=[O:36])[N:11]([C:16]([C:18]1[C:19]([NH:28][CH2:29][C:30]2[O:31][CH:32]=[CH:33][CH:34]=2)=[N:20][C:21]([C:24]([CH3:27])([CH3:26])[CH3:25])=[N:22][CH:23]=1)=[O:17])[CH2:12][CH:13]([CH3:15])[CH3:14])=[O:7])([CH3:4])([CH3:3])[CH3:2].[CH2:38]([NH2:45])[C:39]1[CH:44]=[CH:43][CH:42]=[CH:41][CH:40]=1.C(N(C(C)C)CC)(C)C.F[P-](F)(F)(F)(F)F.ClC(N(C)C)=[N+](C)C, predict the reaction product. The product is: [CH2:38]([NH:45][C:35](=[O:36])[C@@H:10]([N:11]([C:16]([C:18]1[C:19]([NH:28][CH2:29][C:30]2[O:31][CH:32]=[CH:33][CH:34]=2)=[N:20][C:21]([C:24]([CH3:25])([CH3:27])[CH3:26])=[N:22][CH:23]=1)=[O:17])[CH2:12][CH:13]([CH3:15])[CH3:14])[CH2:9][NH:8][C:6](=[O:7])[O:5][C:1]([CH3:4])([CH3:3])[CH3:2])[C:39]1[CH:44]=[CH:43][CH:42]=[CH:41][CH:40]=1.